Dataset: Forward reaction prediction with 1.9M reactions from USPTO patents (1976-2016). Task: Predict the product of the given reaction. (1) The product is: [N:29]1([C:7]2[N:6]=[CH:5][C:4]([O:9][C:10]3[CH:15]=[CH:14][C:13]([S:16]([NH:19][C:20]4[CH:25]=[CH:24][C:23]([F:26])=[CH:22][N:21]=4)(=[O:18])=[O:17])=[CH:12][C:11]=3[C:27]#[N:28])=[CH:3][C:2]=2[Cl:1])[CH2:32][CH2:31][CH2:30]1. Given the reactants [Cl:1][C:2]1[CH:3]=[C:4]([O:9][C:10]2[CH:15]=[CH:14][C:13]([S:16]([NH:19][C:20]3[CH:25]=[CH:24][C:23]([F:26])=[CH:22][N:21]=3)(=[O:18])=[O:17])=[CH:12][C:11]=2[C:27]#[N:28])[CH:5]=[N:6][C:7]=1F.[NH:29]1[CH2:32][CH2:31][CH2:30]1.C(=O)([O-])[O-].[K+].[K+], predict the reaction product. (2) Given the reactants [I:1][C:2]1[CH:7]=[CH:6][C:5]([NH:8][C:9]2[N:14]=[CH:13][CH:12]=[CH:11][N:10]=2)=[CH:4][CH:3]=1.Br[CH2:16][CH:17]=[C:18]([CH3:20])[CH3:19].[H-].[Na+], predict the reaction product. The product is: [I:1][C:2]1[CH:3]=[CH:4][C:5]([N:8]([CH2:16][CH:17]=[C:18]([CH3:20])[CH3:19])[C:9]2[N:10]=[CH:11][CH:12]=[CH:13][N:14]=2)=[CH:6][CH:7]=1. (3) Given the reactants C[O:2][C:3]([C:5]1[CH:37]=[CH:36][C:8]2[N:9]([CH2:24][C:25]3[CH:29]=[C:28]([C:30]4[S:31][C:32]([Cl:35])=[CH:33][CH:34]=4)[O:27][N:26]=3)[C:10]([C:12](=[O:23])[NH:13][CH:14]3[CH2:19][CH2:18][N:17]([CH:20]4[CH2:22][CH2:21]4)[CH2:16][CH2:15]3)=[N:11][C:7]=2[CH:6]=1)=[O:4].[Li+].[OH-], predict the reaction product. The product is: [Cl:35][C:32]1[S:31][C:30]([C:28]2[O:27][N:26]=[C:25]([CH2:24][N:9]3[C:8]4[CH:36]=[CH:37][C:5]([C:3]([OH:4])=[O:2])=[CH:6][C:7]=4[N:11]=[C:10]3[C:12](=[O:23])[NH:13][CH:14]3[CH2:19][CH2:18][N:17]([CH:20]4[CH2:21][CH2:22]4)[CH2:16][CH2:15]3)[CH:29]=2)=[CH:34][CH:33]=1. (4) The product is: [C:14]([C:16]1[C:17](=[O:18])[NH:19][C:6]([C:7]([O:9][CH2:10][CH3:11])=[O:8])=[CH:5][C:4]=1[CH3:13])#[N:15]. Given the reactants C(O/[C:4](/[CH3:13])=[CH:5]/[C:6](=O)[C:7]([O:9][CH2:10][CH3:11])=[O:8])C.[C:14]([CH2:16][C:17]([NH2:19])=[O:18])#[N:15].C(=O)([O-])[O-].[K+].[K+], predict the reaction product. (5) Given the reactants [Br:1][C:2]1[CH:10]=[CH:9][C:8]([I:11])=[CH:7][C:3]=1[C:4](Cl)=[O:5].[O:12]1[C:17]2[CH:18]=[CH:19][CH:20]=[CH:21][C:16]=2[O:15][CH:14]=[CH:13]1.[Cl-].[Cl-].[Cl-].[Al+3], predict the reaction product. The product is: [Br:1][C:2]1[CH:10]=[CH:9][C:8]([I:11])=[CH:7][C:3]=1[C:4]([C:20]1[CH:19]=[CH:18][C:17]2[O:12][CH2:13][CH2:14][O:15][C:16]=2[CH:21]=1)=[O:5]. (6) Given the reactants [F:1][C:2]([F:18])([F:17])[C:3]1[CH:8]=[CH:7][C:6]([C:9]2[CH:14]=[CH:13][C:12]([NH2:15])=[C:11]([NH2:16])[CH:10]=2)=[CH:5][CH:4]=1.Cl[CH2:20][C:21](O)=[O:22].C(=O)([O-])[O-].[NH4+].[NH4+].Cl, predict the reaction product. The product is: [F:1][C:2]([F:17])([F:18])[C:3]1[CH:8]=[CH:7][C:6]([C:9]2[CH:10]=[C:11]3[C:12]([NH:15][CH2:20][C:21](=[O:22])[NH:16]3)=[CH:13][CH:14]=2)=[CH:5][CH:4]=1. (7) Given the reactants [F:1][C:2]1[CH:3]=[C:4]([C:8]2[C:9]([CH:18](O)[CH3:19])=[CH:10][CH:11]=[C:12]3[C:17]=2[N:16]=[CH:15][CH:14]=[CH:13]3)[CH:5]=[N:6][CH:7]=1.FC1C=C(B(O)O)C=NC=1.C(N(CC)CC)C.CS(Cl)(=O)=O.[N-:43]=[N+:44]=[N-:45].[Na+], predict the reaction product. The product is: [N:43]([CH:18]([C:9]1[C:8]([C:4]2[CH:5]=[N:6][CH:7]=[C:2]([F:1])[CH:3]=2)=[C:17]2[C:12]([CH:13]=[CH:14][CH:15]=[N:16]2)=[CH:11][CH:10]=1)[CH3:19])=[N+:44]=[N-:45].